This data is from Forward reaction prediction with 1.9M reactions from USPTO patents (1976-2016). The task is: Predict the product of the given reaction. Given the reactants Cl[C:2]1[CH:3]=[N:4][N:5]([CH2:15][C:16]([N:18]([C:21]2[CH:31]=[CH:30][C:24]3[O:25][C:26]([F:29])([F:28])[O:27][C:23]=3[CH:22]=2)[CH2:19][CH3:20])=[O:17])[C:6](=[O:14])[C:7]=1[C:8]1[CH:13]=[CH:12][CH:11]=[CH:10][CH:9]=1.[N-:32]=[N+]=[N-].[Na+], predict the reaction product. The product is: [F:28][C:26]1([F:29])[O:25][C:24]2[CH:30]=[CH:31][C:21]([N:18]([CH2:19][CH3:20])[C:16](=[O:17])[CH2:15][N:5]3[C:6](=[O:14])[C:7]4[C:8]5[CH:13]=[CH:12][CH:11]=[CH:10][C:9]=5[NH:32][C:2]=4[CH:3]=[N:4]3)=[CH:22][C:23]=2[O:27]1.